From a dataset of Forward reaction prediction with 1.9M reactions from USPTO patents (1976-2016). Predict the product of the given reaction. (1) The product is: [Br:15][CH2:12][C:8]1[N:7]=[C:6]([NH:5][C:3](=[O:4])[C:2]([CH3:14])([CH3:13])[CH3:1])[CH:11]=[CH:10][CH:9]=1. Given the reactants [CH3:1][C:2]([CH3:14])([CH3:13])[C:3]([NH:5][C:6]1[CH:11]=[CH:10][CH:9]=[C:8]([CH3:12])[N:7]=1)=[O:4].[Br:15]N1C(=O)CCC1=O, predict the reaction product. (2) Given the reactants [CH3:1][N:2]1[CH:6]=[C:5]([C:7]2[CH:8]=[CH:9][C:10]3[N:11]([C:13]([SH:16])=[N:14][N:15]=3)[CH:12]=2)[CH:4]=[N:3]1.Br[C:18]1[CH:19]=[C:20]2[C:25](=[CH:26][CH:27]=1)[N:24]=[CH:23][C:22]([N:28]1[CH2:33][CH2:32][O:31][CH2:30][CH2:29]1)=[C:21]2[F:34].C1(P(C2C=CC=CC=2)C2C3OC4C(=CC=CC=4P(C4C=CC=CC=4)C4C=CC=CC=4)C(C)(C)C=3C=CC=2)C=CC=CC=1.C(N(CC)C(C)C)(C)C, predict the reaction product. The product is: [F:34][C:21]1[C:20]2[C:25](=[CH:26][CH:27]=[C:18]([S:16][C:13]3[N:11]4[CH:12]=[C:7]([C:5]5[CH:4]=[N:3][N:2]([CH3:1])[CH:6]=5)[CH:8]=[CH:9][C:10]4=[N:15][N:14]=3)[CH:19]=2)[N:24]=[CH:23][C:22]=1[N:28]1[CH2:29][CH2:30][O:31][CH2:32][CH2:33]1. (3) Given the reactants [C:1]([O:5][C:6](=[O:24])[N:7]([C@H:9]([C:14]([N:16]1[CH2:21][CH2:20][C:19](O)(O)[CH2:18][CH2:17]1)=[O:15])[CH2:10][CH:11]([CH3:13])[CH3:12])[CH3:8])([CH3:4])([CH3:3])[CH3:2].Cl.FC(F)(F)[C:28]1[CH:29]=[C:30]([CH:34]=[CH:35][CH:36]=1)[CH2:31][O:32][NH2:33].C([O-])(=O)C.[Na+], predict the reaction product. The product is: [C:1]([O:5][C:6](=[O:24])[N:7]([C@H:9]([C:14]([N:16]1[CH2:21][CH2:20][C:19](=[N:33][O:32][CH2:31][C:30]2[CH:34]=[CH:35][CH:36]=[CH:28][CH:29]=2)[CH2:18][CH2:17]1)=[O:15])[CH2:10][CH:11]([CH3:13])[CH3:12])[CH3:8])([CH3:4])([CH3:3])[CH3:2]. (4) Given the reactants S(Cl)(Cl)=O.[C:5]([C:8]1[CH:15]=[CH:14][C:11]([CH:12]=[O:13])=[CH:10][CH:9]=1)([OH:7])=O.[CH2:16]([NH:18][CH3:19])[CH3:17], predict the reaction product. The product is: [CH2:16]([N:18]([CH3:19])[C:5](=[O:7])[C:8]1[CH:15]=[CH:14][C:11]([CH:12]=[O:13])=[CH:10][CH:9]=1)[CH3:17].